From a dataset of Full USPTO retrosynthesis dataset with 1.9M reactions from patents (1976-2016). Predict the reactants needed to synthesize the given product. (1) Given the product [Cl:16][C:17]1[CH:25]=[C:24]([Cl:26])[CH:23]=[CH:22][C:18]=1[CH:19]=[C:5]1[C:6]2[CH:14]=[CH:13][CH:12]=[CH:11][C:7]=2[CH2:8][CH2:9][C:10]2[CH:1]=[CH:2][S:3][C:4]1=2, predict the reactants needed to synthesize it. The reactants are: [CH:1]1[C:10]2[CH2:9][CH2:8][C:7]3[CH:11]=[CH:12][CH:13]=[CH:14][C:6]=3[C:5](=O)[C:4]=2[S:3][CH:2]=1.[Cl:16][C:17]1[CH:25]=[C:24]([Cl:26])[CH:23]=[CH:22][C:18]=1[CH2:19][Mg]Cl. (2) Given the product [Br:12][C:9]1[CH:10]=[CH:11][C:6]([CH2:4][CH3:3])=[C:7]([O:13][CH3:14])[CH:8]=1, predict the reactants needed to synthesize it. The reactants are: CI.[CH3:3][C:4]([C:6]1[CH:11]=[CH:10][C:9]([Br:12])=[CH:8][C:7]=1[OH:13])=O.[C:14](=O)([O-])[O-].[K+].[K+].NN.[OH-].[K+]. (3) The reactants are: [CH3:1][O:2][CH:3]1[CH2:6][N:5]([C:7]([C:9]2[CH:18]=[CH:17][C:16]3[C:11](=[C:12]([C:19]4[CH:24]=[CH:23][C:22]([C:25]5[CH:29]=[CH:28][N:27]([CH3:30])[N:26]=5)=[CH:21][CH:20]=4)[CH:13]=[N:14][CH:15]=3)[N:10]=2)=[O:8])[CH2:4]1.C(OO)(=O)C.C1(C)C=CC(S(Cl)(=O)=O)=CC=1.C(C[NH2:50])O. Given the product [NH2:50][C:15]1[N:14]=[CH:13][C:12]([C:19]2[CH:24]=[CH:23][C:22]([C:25]3[CH:29]=[CH:28][N:27]([CH3:30])[N:26]=3)=[CH:21][CH:20]=2)=[C:11]2[C:16]=1[CH:17]=[CH:18][C:9]([C:7]([N:5]1[CH2:6][CH:3]([O:2][CH3:1])[CH2:4]1)=[O:8])=[N:10]2, predict the reactants needed to synthesize it. (4) Given the product [CH3:1][C:2]1[C:7]([CH3:8])=[CH:6][C:5]([CH3:9])=[CH:4][C:3]=1[O:10][CH2:15][C:14]([O:13][CH2:11][CH3:12])=[O:17], predict the reactants needed to synthesize it. The reactants are: [CH3:1][C:2]1[C:7]([CH3:8])=[CH:6][C:5]([CH3:9])=[CH:4][C:3]=1[OH:10].[CH2:11]([O:13][C:14](=[O:17])[CH2:15]Br)[CH3:12]. (5) Given the product [CH3:24][C:19]1[S:18][C:17]2[CH:25]=[C:13]([O:12][C:2]3[CH:7]=[CH:6][N:5]=[C:4]4[CH:8]=[C:9]([CH3:11])[S:10][C:3]=34)[CH:14]=[CH:15][C:16]=2[C:20]=1[C:21]([O:23][CH3:26])=[O:22], predict the reactants needed to synthesize it. The reactants are: Cl[C:2]1[CH:7]=[CH:6][N:5]=[C:4]2[CH:8]=[C:9]([CH3:11])[S:10][C:3]=12.[OH:12][C:13]1[CH:14]=[CH:15][C:16]2[C:20]([C:21]([O-:23])=[O:22])=[C:19]([CH3:24])[S:18][C:17]=2[CH:25]=1.[C:26]([O-])([O-])=O.[Cs+].[Cs+].